Predict the product of the given reaction. From a dataset of Forward reaction prediction with 1.9M reactions from USPTO patents (1976-2016). Given the reactants Cl[C:2]1[N:7]=[C:6]([O:8][C:9]2[C:18]3[C:13](=[CH:14][CH:15]=[CH:16][CH:17]=3)[C:12]([NH:19][C:20]([NH:22][C:23]3[N:27]([C:28]4[CH:33]=[CH:32][C:31]([CH3:34])=[CH:30][CH:29]=4)[N:26]=[C:25]([CH:35]([CH3:37])[CH3:36])[CH:24]=3)=[O:21])=[CH:11][CH:10]=2)[CH:5]=[CH:4][N:3]=1.[C:38]([C:40]1[CH:41]=[C:42]([CH:44]=[CH:45][CH:46]=1)[NH2:43])#[CH:39].C([O-])(O)=O.[Na+], predict the reaction product. The product is: [C:38]([C:40]1[CH:41]=[C:42]([NH:43][C:2]2[N:7]=[C:6]([O:8][C:9]3[C:18]4[C:13](=[CH:14][CH:15]=[CH:16][CH:17]=4)[C:12]([NH:19][C:20]([NH:22][C:23]4[N:27]([C:28]5[CH:33]=[CH:32][C:31]([CH3:34])=[CH:30][CH:29]=5)[N:26]=[C:25]([CH:35]([CH3:36])[CH3:37])[CH:24]=4)=[O:21])=[CH:11][CH:10]=3)[CH:5]=[CH:4][N:3]=2)[CH:44]=[CH:45][CH:46]=1)#[CH:39].